The task is: Predict the reaction yield, written as a fraction of the theoretical maximum amount of product (1.0 means a 100% yield; for example, 0.34 means a 34% yield).. This data is from Reaction yield outcomes from USPTO patents with 853,638 reactions. The reactants are [CH2:1]([N:4]1[C:12]2[C:7](=[CH:8][CH:9]=[C:10]([C:13]([O:15][CH3:16])=[O:14])[CH:11]=2)[C:6]([CH:17]2[CH2:22][CH2:21][CH2:20][CH2:19][CH2:18]2)=[C:5]1[C:23]1[CH:28]=[CH:27][C:26]([O:29][CH3:30])=[CH:25][C:24]=1[CH2:31][O:32][Si](C(C)C)(C(C)C)C(C)C)[CH:2]=[CH2:3].[F-].C([N+](CCCC)(CCCC)CCCC)CCC. The catalyst is C1COCC1. The product is [CH2:1]([N:4]1[C:12]2[C:7](=[CH:8][CH:9]=[C:10]([C:13]([O:15][CH3:16])=[O:14])[CH:11]=2)[C:6]([CH:17]2[CH2:22][CH2:21][CH2:20][CH2:19][CH2:18]2)=[C:5]1[C:23]1[CH:28]=[CH:27][C:26]([O:29][CH3:30])=[CH:25][C:24]=1[CH2:31][OH:32])[CH:2]=[CH2:3]. The yield is 0.880.